Dataset: NCI-60 drug combinations with 297,098 pairs across 59 cell lines. Task: Regression. Given two drug SMILES strings and cell line genomic features, predict the synergy score measuring deviation from expected non-interaction effect. (1) Drug 1: C1C(C(OC1N2C=C(C(=O)NC2=O)F)CO)O. Drug 2: CCN(CC)CCNC(=O)C1=C(NC(=C1C)C=C2C3=C(C=CC(=C3)F)NC2=O)C. Cell line: NCI-H460. Synergy scores: CSS=34.8, Synergy_ZIP=0.180, Synergy_Bliss=2.72, Synergy_Loewe=-39.5, Synergy_HSA=-2.24. (2) Drug 1: CCC1=C2CN3C(=CC4=C(C3=O)COC(=O)C4(CC)O)C2=NC5=C1C=C(C=C5)O. Drug 2: C1=NC(=NC(=O)N1C2C(C(C(O2)CO)O)O)N. Cell line: PC-3. Synergy scores: CSS=11.6, Synergy_ZIP=-4.87, Synergy_Bliss=-1.71, Synergy_Loewe=-0.875, Synergy_HSA=2.23. (3) Drug 1: CC(C1=C(C=CC(=C1Cl)F)Cl)OC2=C(N=CC(=C2)C3=CN(N=C3)C4CCNCC4)N. Drug 2: C1C(C(OC1N2C=NC3=C2NC=NCC3O)CO)O. Cell line: KM12. Synergy scores: CSS=25.1, Synergy_ZIP=-4.26, Synergy_Bliss=-4.29, Synergy_Loewe=-39.7, Synergy_HSA=-2.95. (4) Drug 1: C1=CC(=CC=C1C#N)C(C2=CC=C(C=C2)C#N)N3C=NC=N3. Drug 2: CC1CCCC2(C(O2)CC(NC(=O)CC(C(C(=O)C(C1O)C)(C)C)O)C(=CC3=CSC(=N3)C)C)C. Cell line: HOP-92. Synergy scores: CSS=22.1, Synergy_ZIP=-5.03, Synergy_Bliss=-3.70, Synergy_Loewe=-4.14, Synergy_HSA=0.782. (5) Drug 1: C1=NNC2=C1C(=O)NC=N2. Drug 2: CC1C(C(CC(O1)OC2CC(CC3=C2C(=C4C(=C3O)C(=O)C5=C(C4=O)C(=CC=C5)OC)O)(C(=O)CO)O)N)O.Cl. Cell line: 786-0. Synergy scores: CSS=53.5, Synergy_ZIP=1.43, Synergy_Bliss=0.152, Synergy_Loewe=-21.3, Synergy_HSA=1.50.